This data is from Forward reaction prediction with 1.9M reactions from USPTO patents (1976-2016). The task is: Predict the product of the given reaction. (1) Given the reactants [CH3:1][O:2][C:3](=[O:16])[CH:4]([NH:8][C:9]([O:11][C:12]([CH3:15])([CH3:14])[CH3:13])=[O:10])[CH2:5][CH:6]=[CH2:7].[CH3:17][C:18]1[CH:27]=[C:26]([CH2:28][O:29][C:30]2[CH:38]=[CH:37][C:33]([CH:34]=[N:35][OH:36])=[CH:32][CH:31]=2)[C:25]2[C:20](=[CH:21][CH:22]=[CH:23][CH:24]=2)[N:19]=1, predict the reaction product. The product is: [CH3:1][O:2][C:3](=[O:16])[CH:4]([NH:8][C:9]([O:11][C:12]([CH3:15])([CH3:14])[CH3:13])=[O:10])[CH2:5][CH:6]1[O:36][N:35]=[C:34]([C:33]2[CH:32]=[CH:31][C:30]([O:29][CH2:28][C:26]3[C:25]4[C:20](=[CH:21][CH:22]=[CH:23][CH:24]=4)[N:19]=[C:18]([CH3:17])[CH:27]=3)=[CH:38][CH:37]=2)[CH2:7]1. (2) Given the reactants [ClH:1].[C:2]([CH2:5][NH:6][C:7]([CH2:9][C@H:10]1[CH2:21][CH2:20][C:19]2[S:18][C:17]3[N:16]=[CH:15][N:14]=[C:13]([O:22][CH:23]4[CH2:28][CH2:27][CH:26]([N:29](C)[C:30](=O)OC(C)(C)C)[CH2:25][CH2:24]4)[C:12]=3[C:11]1=2)=[O:8])(=[O:4])[NH2:3], predict the reaction product. The product is: [ClH:1].[C:2]([CH2:5][NH:6][C:7](=[O:8])[CH2:9][C@H:10]1[CH2:21][CH2:20][C:19]2[S:18][C:17]3[N:16]=[CH:15][N:14]=[C:13]([O:22][CH:23]4[CH2:24][CH2:25][CH:26]([NH:29][CH3:30])[CH2:27][CH2:28]4)[C:12]=3[C:11]1=2)(=[O:4])[NH2:3]. (3) Given the reactants [CH2:1]([N:8]1[CH2:13][CH2:12][NH:11][CH2:10][C:9]1=[O:14])[C:2]1[CH:7]=[CH:6][CH:5]=[CH:4][CH:3]=1.C([O:17][CH:18]=[C:19]([C:25](OCC)=O)[C:20]([O:22][CH2:23][CH3:24])=[O:21])C.C[Si]([N-][Si](C)(C)C)(C)C.[Li+].C1COCC1, predict the reaction product. The product is: [CH2:1]([N:8]1[CH2:13][CH2:12][N:11]2[CH:25]=[C:19]([C:20]([O:22][CH2:23][CH3:24])=[O:21])[C:18]([OH:17])=[C:10]2[C:9]1=[O:14])[C:2]1[CH:3]=[CH:4][CH:5]=[CH:6][CH:7]=1. (4) Given the reactants C([N:8]1[CH2:12][CH2:11][C@@H:10]([N:13]2[CH2:22][CH2:21][C:20]3[C:15](=[CH:16][CH:17]=[C:18]([C:23]4[CH:32]=[CH:31][C:26]([C:27]([O:29][CH3:30])=[O:28])=[CH:25][C:24]=4[F:33])[CH:19]=3)[C:14]2=[O:34])[CH2:9]1)C1C=CC=CC=1, predict the reaction product. The product is: [F:33][C:24]1[CH:25]=[C:26]([CH:31]=[CH:32][C:23]=1[C:18]1[CH:19]=[C:20]2[C:15](=[CH:16][CH:17]=1)[C:14](=[O:34])[N:13]([C@@H:10]1[CH2:11][CH2:12][NH:8][CH2:9]1)[CH2:22][CH2:21]2)[C:27]([O:29][CH3:30])=[O:28].